From a dataset of Full USPTO retrosynthesis dataset with 1.9M reactions from patents (1976-2016). Predict the reactants needed to synthesize the given product. (1) Given the product [CH3:1][CH:2]([CH2:7][CH2:8][CH:9]=[C:10]([CH3:11])[CH3:12])[CH2:3][C:4](=[O:6])[CH3:5], predict the reactants needed to synthesize it. The reactants are: [CH3:1][C:2]([CH2:7][CH2:8][CH:9]=[C:10]([CH3:12])[CH3:11])=[CH:3][C:4](=[O:6])[CH3:5].[H][H]. (2) Given the product [ClH:26].[Br:24][C:22]1[CH:21]=[CH:20][C:19]([F:25])=[C:18]([C@:13]2([CH3:17])[CH2:14][CH2:15][S:11][C:10]([NH2:9])=[N:12]2)[CH:23]=1, predict the reactants needed to synthesize it. The reactants are: C([NH:9][C:10]([NH:12][C@@:13]([C:18]1[CH:23]=[C:22]([Br:24])[CH:21]=[CH:20][C:19]=1[F:25])([CH3:17])[CH2:14][CH2:15]O)=[S:11])(=O)C1C=CC=CC=1.[ClH:26].